This data is from Catalyst prediction with 721,799 reactions and 888 catalyst types from USPTO. The task is: Predict which catalyst facilitates the given reaction. (1) Reactant: [CH2:1]([N:7]1[CH2:12][CH:11]2[CH:9]([C:10]2([C:14]2[CH:15]=[C:16]([NH2:20])[CH:17]=[CH:18][CH:19]=2)[CH3:13])[CH2:8]1)[CH2:2][CH2:3][CH2:4][CH2:5][CH3:6].N1C=CC=CC=1.[CH3:27][S:28](Cl)(=[O:30])=[O:29]. Product: [CH2:1]([N:7]1[CH2:12][CH:11]2[CH:9]([C:10]2([C:14]2[CH:15]=[C:16]([NH:20][S:28]([CH3:27])(=[O:30])=[O:29])[CH:17]=[CH:18][CH:19]=2)[CH3:13])[CH2:8]1)[CH2:2][CH2:3][CH2:4][CH2:5][CH3:6]. The catalyst class is: 4. (2) Reactant: [C:1]([C:5]1[CH:6]=[C:7]2[C:11](=[CH:12][CH:13]=1)[CH:10]([NH:14][C:15]([NH:17][C:18]1[CH:26]=[CH:25][CH:24]=[C:23]3[C:19]=1[CH:20]=[N:21][N:22]3C(OC)=O)=[O:16])[CH2:9][CH2:8]2)([CH3:4])([CH3:3])[CH3:2].[OH-].[Na+].CO. Product: [C:1]([C:5]1[CH:6]=[C:7]2[C:11](=[CH:12][CH:13]=1)[CH:10]([NH:14][C:15]([NH:17][C:18]1[CH:26]=[CH:25][CH:24]=[C:23]3[C:19]=1[CH:20]=[N:21][NH:22]3)=[O:16])[CH2:9][CH2:8]2)([CH3:4])([CH3:2])[CH3:3]. The catalyst class is: 30. (3) Reactant: [O:1]=[C:2]1[NH:7][CH2:6][CH2:5][N:4]([C:8]([O:10][C:11]([CH3:14])([CH3:13])[CH3:12])=[O:9])[CH2:3]1.[H-].[Na+].[Br:17][C:18]1[CH:23]=[CH:22][C:21]([CH2:24]Br)=[CH:20][CH:19]=1. Product: [Br:17][C:18]1[CH:23]=[CH:22][C:21]([CH2:24][N:7]2[CH2:6][CH2:5][N:4]([C:8]([O:10][C:11]([CH3:14])([CH3:13])[CH3:12])=[O:9])[CH2:3][C:2]2=[O:1])=[CH:20][CH:19]=1. The catalyst class is: 9. (4) Reactant: [OH:1][C:2]1[C:9]([O:10][CH3:11])=[C:8]([O:12][CH3:13])[CH:7]=[CH:6][C:3]=1[CH:4]=O.[OH-].[K+].Cl[CH2:17][C:18](=[O:20])[CH3:19]. Product: [CH3:13][O:12][C:8]1[CH:7]=[CH:6][C:3]2[CH:4]=[C:17]([C:18](=[O:20])[CH3:19])[O:1][C:2]=2[C:9]=1[O:10][CH3:11]. The catalyst class is: 5. (5) Reactant: [H-].[Na+].[S:3]1[CH:7]=[CH:6][C:5]2[C:8]([N:12]3[CH2:17][CH2:16][N:15]([CH2:18][CH2:19][CH2:20][CH2:21][O:22][C:23]4[CH:32]=[C:31]5[C:26]([CH2:27][CH2:28][C:29](=[O:33])[NH:30]5)=[CH:25][CH:24]=4)[CH2:14][CH2:13]3)=[CH:9][CH:10]=[CH:11][C:4]1=2.[C:34]([O:42][CH2:43]Cl)(=[O:41])[C:35]1[CH:40]=[CH:39][CH:38]=[CH:37][CH:36]=1.[Cl-].[NH4+]. Product: [S:3]1[CH:7]=[CH:6][C:5]2[C:8]([N:12]3[CH2:13][CH2:14][N:15]([CH2:18][CH2:19][CH2:20][CH2:21][O:22][C:23]4[CH:32]=[C:31]5[C:26]([CH2:27][CH2:28][C:29](=[O:33])[N:30]5[CH2:43][O:42][C:34](=[O:41])[C:35]5[CH:40]=[CH:39][CH:38]=[CH:37][CH:36]=5)=[CH:25][CH:24]=4)[CH2:16][CH2:17]3)=[CH:9][CH:10]=[CH:11][C:4]1=2. The catalyst class is: 7. (6) Reactant: [I:1][C:2]1[CH:17]=[CH:16][C:5]2[NH:6][C:7]([CH2:12][C:13]([OH:15])=O)=[N:8][S:9](=[O:11])(=[O:10])[C:4]=2[CH:3]=1.[CH2:18]([O:20][C:21]([CH:23]1[CH2:28][CH2:27][CH2:26][CH2:25][CH:24]1[NH:29][CH2:30][C:31]1[CH:36]=[CH:35][C:34]([F:37])=[CH:33][CH:32]=1)=[O:22])[CH3:19].Cl.CN(C)CCCN=C=NCC.CN1CCOCC1. Product: [CH2:18]([O:20][C:21]([CH:23]1[CH2:28][CH2:27][CH2:26][CH2:25][CH:24]1[N:29]([CH2:30][C:31]1[CH:32]=[CH:33][C:34]([F:37])=[CH:35][CH:36]=1)[C:13](=[O:15])[CH2:12][C:7]1[NH:6][C:5]2[CH:16]=[CH:17][C:2]([I:1])=[CH:3][C:4]=2[S:9](=[O:10])(=[O:11])[N:8]=1)=[O:22])[CH3:19]. The catalyst class is: 42. (7) Reactant: Br[C:2]1[C:10]2[C:5](=[N:6][C:7]([CH3:22])=[CH:8][C:9]=2[NH:11][S:12]([C:15]2[CH:20]=[CH:19][CH:18]=[C:17]([Cl:21])[CH:16]=2)(=[O:14])=[O:13])[S:4][C:3]=1[CH3:23].[CH3:24][C:25]1[S:29][C:28](B(O)O)=[CH:27][CH:26]=1.C(=O)([O-])[O-].[K+].[K+].C(OCC)(=O)C. Product: [Cl:21][C:17]1[CH:16]=[C:15]([S:12]([NH:11][C:9]2[CH:8]=[C:7]([CH3:22])[N:6]=[C:5]3[S:4][C:3]([CH3:23])=[C:2]([C:28]4[S:29][C:25]([CH3:24])=[CH:26][CH:27]=4)[C:10]=23)(=[O:14])=[O:13])[CH:20]=[CH:19][CH:18]=1. The catalyst class is: 70. (8) Reactant: [C:1]([C:3]1[CH:4]=[C:5]([C:13]2[N:18]=[CH:17][C:16]([C:19]3[C:20]([CH2:33][CH3:34])=[C:21]([CH2:25][CH2:26][CH2:27][C:28]([O:30]CC)=[O:29])[CH:22]=[CH:23][CH:24]=3)=[CH:15][N:14]=2)[CH:6]=[CH:7][C:8]=1[O:9][CH:10]([CH3:12])[CH3:11])#[N:2].[OH-].[Na+]. Product: [C:1]([C:3]1[CH:4]=[C:5]([C:13]2[N:14]=[CH:15][C:16]([C:19]3[C:20]([CH2:33][CH3:34])=[C:21]([CH2:25][CH2:26][CH2:27][C:28]([OH:30])=[O:29])[CH:22]=[CH:23][CH:24]=3)=[CH:17][N:18]=2)[CH:6]=[CH:7][C:8]=1[O:9][CH:10]([CH3:12])[CH3:11])#[N:2]. The catalyst class is: 252. (9) Reactant: [NH2:1][C@H:2]1[C:11]2[C:6](=[CH:7][CH:8]=[C:9]([N:12]3[CH2:17][CH2:16][O:15][CH2:14][CH2:13]3)[CH:10]=2)[N:5]([C:18](=[O:20])[CH3:19])[C@@H:4]([CH:21]2[CH2:23][CH2:22]2)[C@@H:3]1[CH3:24].Br[C:26]1[CH:31]=[CH:30][CH:29]=[CH:28][CH:27]=1.CC(C)([O-])C.[Na+].CN(C1C(C2C(P(C3CCCCC3)C3CCCCC3)=CC=CC=2)=CC=CC=1)C. Product: [CH:21]1([C@H:4]2[C@H:3]([CH3:24])[C@@H:2]([NH:1][C:26]3[CH:31]=[CH:30][CH:29]=[CH:28][CH:27]=3)[C:11]3[C:6](=[CH:7][CH:8]=[C:9]([N:12]4[CH2:13][CH2:14][O:15][CH2:16][CH2:17]4)[CH:10]=3)[N:5]2[C:18](=[O:20])[CH3:19])[CH2:23][CH2:22]1. The catalyst class is: 62.